Dataset: NCI-60 drug combinations with 297,098 pairs across 59 cell lines. Task: Regression. Given two drug SMILES strings and cell line genomic features, predict the synergy score measuring deviation from expected non-interaction effect. (1) Drug 1: CN(C(=O)NC(C=O)C(C(C(CO)O)O)O)N=O. Drug 2: CC1CCCC2(C(O2)CC(NC(=O)CC(C(C(=O)C(C1O)C)(C)C)O)C(=CC3=CSC(=N3)C)C)C. Cell line: NCI-H226. Synergy scores: CSS=29.2, Synergy_ZIP=1.06, Synergy_Bliss=0.121, Synergy_Loewe=-18.9, Synergy_HSA=-2.10. (2) Drug 1: CC1OCC2C(O1)C(C(C(O2)OC3C4COC(=O)C4C(C5=CC6=C(C=C35)OCO6)C7=CC(=C(C(=C7)OC)O)OC)O)O. Drug 2: CCN(CC)CCCC(C)NC1=C2C=C(C=CC2=NC3=C1C=CC(=C3)Cl)OC. Cell line: CCRF-CEM. Synergy scores: CSS=60.9, Synergy_ZIP=-3.41, Synergy_Bliss=-5.10, Synergy_Loewe=-7.12, Synergy_HSA=-2.08. (3) Drug 1: CCC1=C2CN3C(=CC4=C(C3=O)COC(=O)C4(CC)O)C2=NC5=C1C=C(C=C5)O. Drug 2: CC1=C(C(=O)C2=C(C1=O)N3CC4C(C3(C2COC(=O)N)OC)N4)N. Cell line: HCT-15. Synergy scores: CSS=49.2, Synergy_ZIP=6.79, Synergy_Bliss=9.22, Synergy_Loewe=-5.99, Synergy_HSA=9.34. (4) Drug 1: CC1=C(C(=CC=C1)Cl)NC(=O)C2=CN=C(S2)NC3=CC(=NC(=N3)C)N4CCN(CC4)CCO. Drug 2: C1C(C(OC1N2C=NC3=C2NC=NCC3O)CO)O. Cell line: HOP-92. Synergy scores: CSS=7.93, Synergy_ZIP=3.57, Synergy_Bliss=7.67, Synergy_Loewe=6.08, Synergy_HSA=-0.0742. (5) Drug 1: C1=NC2=C(N=C(N=C2N1C3C(C(C(O3)CO)O)O)F)N. Drug 2: C1C(C(OC1N2C=NC(=NC2=O)N)CO)O. Cell line: MALME-3M. Synergy scores: CSS=9.79, Synergy_ZIP=-2.23, Synergy_Bliss=0.715, Synergy_Loewe=1.99, Synergy_HSA=2.01. (6) Cell line: HL-60(TB). Synergy scores: CSS=46.5, Synergy_ZIP=-1.26, Synergy_Bliss=-4.05, Synergy_Loewe=-24.9, Synergy_HSA=-4.32. Drug 1: C1=CC(=C2C(=C1NCCNCCO)C(=O)C3=C(C=CC(=C3C2=O)O)O)NCCNCCO. Drug 2: CC(C)(C#N)C1=CC(=CC(=C1)CN2C=NC=N2)C(C)(C)C#N.